Dataset: Forward reaction prediction with 1.9M reactions from USPTO patents (1976-2016). Task: Predict the product of the given reaction. (1) Given the reactants [NH2:1][C:2]1[N:6]([C:7]2[CH:12]=[CH:11][C:10]([O:13][CH3:14])=[CH:9][CH:8]=2)[N:5]=[C:4]([CH2:15][CH3:16])[C:3]=1[C:17]#[N:18].[Li+].[CH3:20][CH:21]([N-]C(C)C)C.C(Br)C.CCOCC, predict the reaction product. The product is: [CH2:15]([C:4]1[C:3]([C:17]#[N:18])=[C:2]([NH:1][CH2:20][CH3:21])[N:6]([C:7]2[CH:8]=[CH:9][C:10]([O:13][CH3:14])=[CH:11][CH:12]=2)[N:5]=1)[CH3:16]. (2) Given the reactants [CH:1]1([N:5]2[C:9]3[CH:10]=[CH:11][C:12]([CH2:14][C:15]#N)=[CH:13][C:8]=3[N:7]([CH3:17])[C:6]2=[O:18])[CH2:4][CH2:3][CH2:2]1.S(=O)(=O)(O)[OH:20].[OH2:24], predict the reaction product. The product is: [CH:1]1([N:5]2[C:9]3[CH:10]=[CH:11][C:12]([CH2:14][C:15]([OH:20])=[O:24])=[CH:13][C:8]=3[N:7]([CH3:17])[C:6]2=[O:18])[CH2:4][CH2:3][CH2:2]1. (3) Given the reactants [O:1]1[C:5]2([CH2:10][CH2:9][CH2:8][CH2:7][CH2:6]2)[O:4][CH2:3][C@@H:2]1[C:11]1[N:15]=[C:14]([NH:16][C:17]2[N:22]=[CH:21][C:20]([S:23][CH2:24][CH2:25][C:26]([O:28][CH3:29])=O)=[CH:19][C:18]=2[O:30][C:31]2[C:32]([CH3:37])=[N:33][CH:34]=[CH:35][CH:36]=2)[S:13][N:12]=1.CC([O-])(C)C.[K+].BrCCCOC, predict the reaction product. The product is: [CH3:29][O:28][CH2:26][CH2:25][CH2:24][S:23][C:20]1[CH:19]=[C:18]([O:30][C:31]2[C:32]([CH3:37])=[N:33][CH:34]=[CH:35][CH:36]=2)[C:17]([NH:16][C:14]2[S:13][N:12]=[C:11]([C@H:2]3[CH2:3][O:4][C:5]4([CH2:10][CH2:9][CH2:8][CH2:7][CH2:6]4)[O:1]3)[N:15]=2)=[N:22][CH:21]=1. (4) Given the reactants [N+:1]([C:4]1[CH:9]=[CH:8][C:7](SC)=[CH:6][CH:5]=1)([O-:3])=[O:2].Cl[C:13]1C=C(C=CC=1)C(OO)=O.C(OCC)(=O)C.[S:29](=[O:32])(O)[O-:30].[Na+], predict the reaction product. The product is: [CH3:13][S:29]([C:7]1[CH:8]=[CH:9][C:4]([N+:1]([O-:3])=[O:2])=[CH:5][CH:6]=1)(=[O:32])=[O:30]. (5) Given the reactants [C:1]([C:4]1[S:8][CH:7]=[C:6]([C:9]([NH:11][CH2:12][C:13]2[C:14](=[O:21])[NH:15][C:16]([CH3:20])=[CH:17][C:18]=2[CH3:19])=[O:10])[CH:5]=1)(=O)[CH3:2].[CH3:22][N:23]([CH3:30])[CH:24]1[CH2:29][CH2:28][NH:27][CH2:26][CH2:25]1.[BH4-].[Na+].C([O-])(O)=O.[Na+], predict the reaction product. The product is: [CH3:19][C:18]1[CH:17]=[C:16]([CH3:20])[NH:15][C:14](=[O:21])[C:13]=1[CH2:12][NH:11][C:9]([C:6]1[CH:5]=[C:4]([CH:1]([N:27]2[CH2:28][CH2:29][CH:24]([N:23]([CH3:30])[CH3:22])[CH2:25][CH2:26]2)[CH3:2])[S:8][CH:7]=1)=[O:10]. (6) Given the reactants [CH2:1]([O:8][C:9]1[C:10](=[O:24])[NH:11][C:12](=[O:23])[N:13]([CH2:15][CH2:16][C:17]2[CH:22]=[CH:21][CH:20]=[CH:19][CH:18]=2)[N:14]=1)[C:2]1[CH:7]=[CH:6][CH:5]=[CH:4][CH:3]=1.BrC1C(=O)NC(=O)N([CH2:32][C:33]2C3[C:34](=[CH:35]C=CC=3)[C:33]([CH3:32])=[CH:35][CH:34]=2)N=1, predict the reaction product. The product is: [CH2:1]([O:8][C:9]1[C:10](=[O:24])[NH:11][C:12](=[O:23])[N:13]([CH2:15][C:16]2[C:17]3[C:18](=[CH:19][CH:20]=[CH:21][CH:22]=3)[C:34]([CH3:35])=[CH:33][CH:32]=2)[N:14]=1)[C:2]1[CH:7]=[CH:6][CH:5]=[CH:4][CH:3]=1. (7) Given the reactants [CH3:1][C:2]([C:4]1[CH:9]=[CH:8][C:7](OC2C=CC=CC=2)=[CH:6][CH:5]=1)=[O:3].[Br:17]Br, predict the reaction product. The product is: [Br:17][CH2:1][C:2]([C:4]1[CH:9]=[CH:8][CH:7]=[CH:6][CH:5]=1)=[O:3].